From a dataset of Catalyst prediction with 721,799 reactions and 888 catalyst types from USPTO. Predict which catalyst facilitates the given reaction. Reactant: [C:1]([C:4]1[C:12]2[N:11]=[C:10]([C@:13]34[CH2:19][C@H:16]([CH2:17][CH2:18]3)[CH2:15][N:14]4C(OCC3C=CC=CC=3)=O)[NH:9][C:8]=2[CH:7]=[CH:6][CH:5]=1)(=[O:3])[NH2:2].[H][H]. Product: [C@:13]12([C:10]3[NH:9][C:8]4[CH:7]=[CH:6][CH:5]=[C:4]([C:1]([NH2:2])=[O:3])[C:12]=4[N:11]=3)[CH2:19][C@H:16]([CH2:17][CH2:18]1)[CH2:15][NH:14]2. The catalyst class is: 19.